From a dataset of Catalyst prediction with 721,799 reactions and 888 catalyst types from USPTO. Predict which catalyst facilitates the given reaction. (1) Reactant: [CH2:1]([O:4][C:5]1[CH:14]=[C:13]2[C:8]([CH:9]=[C:10]([C:19]([O:21][CH2:22][CH3:23])=[O:20])[CH:11]([C:15]([F:18])([F:17])[F:16])[O:12]2)=[CH:7][CH:6]=1)[CH2:2][CH3:3].[Cl:24]Cl. Product: [Cl:24][C:6]1[CH:7]=[C:8]2[C:13](=[CH:14][C:5]=1[O:4][CH2:1][CH2:2][CH3:3])[O:12][CH:11]([C:15]([F:18])([F:16])[F:17])[C:10]([C:19]([O:21][CH2:22][CH3:23])=[O:20])=[CH:9]2. The catalyst class is: 183. (2) Reactant: C[O:2][C:3](=[O:36])[C@H:4]([NH:16][C:17]([N:19]1[CH2:24][CH2:23][CH:22]([N:25]2[CH2:34][C:33]3[C:28](=[CH:29][CH:30]=[CH:31][CH:32]=3)[NH:27][C:26]2=[O:35])[CH2:21][CH2:20]1)=[O:18])[CH2:5][C:6]1[CH:7]=[C:8]2[C:12](=[C:13]([CH3:15])[CH:14]=1)[NH:11][N:10]=[CH:9]2.[OH-].[Li+]. Product: [O:35]=[C:26]1[N:25]([CH:22]2[CH2:21][CH2:20][N:19]([C:17]([NH:16][C@H:4]([CH2:5][C:6]3[CH:7]=[C:8]4[C:12](=[C:13]([CH3:15])[CH:14]=3)[NH:11][N:10]=[CH:9]4)[C:3]([OH:36])=[O:2])=[O:18])[CH2:24][CH2:23]2)[CH2:34][C:33]2[C:28](=[CH:29][CH:30]=[CH:31][CH:32]=2)[NH:27]1. The catalyst class is: 83.